The task is: Predict the reactants needed to synthesize the given product.. This data is from Full USPTO retrosynthesis dataset with 1.9M reactions from patents (1976-2016). (1) Given the product [CH3:1][O:2][C:3]([C:5]1[S:6][C:7]([C:26]2[CH:27]=[CH:28][CH:29]=[CH:30][CH:31]=2)=[CH:8][C:9]=1[N:10]([CH:11]1[CH2:16][CH2:15][N:14]([C:41](=[O:42])[NH:40][CH3:39])[CH2:13][CH2:12]1)[C:17]([CH:19]1[CH2:20][CH2:21][CH:22]([CH3:25])[CH2:23][CH2:24]1)=[O:18])=[O:4], predict the reactants needed to synthesize it. The reactants are: [CH3:1][O:2][C:3]([C:5]1[S:6][C:7]([C:26]2[CH:31]=[CH:30][CH:29]=[CH:28][CH:27]=2)=[CH:8][C:9]=1[N:10]([C:17]([CH:19]1[CH2:24][CH2:23][CH:22]([CH3:25])[CH2:21][CH2:20]1)=[O:18])[CH:11]1[CH2:16][CH2:15][NH:14][CH2:13][CH2:12]1)=[O:4].CCN(CC)CC.[CH3:39][N:40]=[C:41]=[O:42]. (2) The reactants are: [CH2:1]([S:3]([C:6]1[CH:11]=[CH:10][C:9]([N+:12]([O-])=O)=[CH:8][C:7]=1[CH2:15][N:16]1[CH:25]=[CH:24][C:23]2[C:18](=[CH:19][C:20]([O:26][C:27]([F:30])([F:29])[F:28])=[CH:21][CH:22]=2)[C:17]1=[O:31])(=[O:5])=[O:4])[CH3:2].NC1C=C(C)C=CC=1C(OCC)=O. Given the product [NH2:12][C:9]1[CH:10]=[CH:11][C:6]([S:3]([CH2:1][CH3:2])(=[O:5])=[O:4])=[C:7]([CH2:15][N:16]2[CH:25]=[CH:24][C:23]3[C:18](=[CH:19][C:20]([O:26][C:27]([F:29])([F:30])[F:28])=[CH:21][CH:22]=3)[C:17]2=[O:31])[CH:8]=1, predict the reactants needed to synthesize it. (3) The reactants are: Br[C:2]1[N:7]=[C:6]([C:8]2[N:12]([CH:13]([CH3:15])[CH3:14])[N:11]=[CH:10][CH:9]=2)[C:5]([C:16]([O:18][CH3:19])=[O:17])=[CH:4][CH:3]=1.CCN(C(C)C)C(C)C.[CH3:29][N:30]([CH3:35])[CH2:31][CH2:32][NH:33][CH3:34]. Given the product [CH3:29][N:30]([CH3:35])[CH2:31][CH2:32][N:33]([CH3:34])[C:2]1[N:7]=[C:6]([C:8]2[N:12]([CH:13]([CH3:15])[CH3:14])[N:11]=[CH:10][CH:9]=2)[C:5]([C:16]([O:18][CH3:19])=[O:17])=[CH:4][CH:3]=1, predict the reactants needed to synthesize it. (4) Given the product [NH2:16][C:15]1[S:3][CH:2]=[CH:6][C:14]=1[C:12]([O:11][CH2:10][CH3:9])=[O:13], predict the reactants needed to synthesize it. The reactants are: N[C:2]1[S:3]C=C[C:6]=1C#N.[CH3:9][CH2:10][O:11][C:12]([CH2:14][C:15]#[N:16])=[O:13]. (5) Given the product [F:1][C@H:2]1[CH2:6][N:5]([S:7]([C:10]2[CH:11]=[CH:12][C:13]([F:16])=[CH:14][CH:15]=2)(=[O:9])=[O:8])[C@H:4]([C:17]([NH:19][CH2:20][C:21]2[CH:26]=[C:25]([C:38]3[N:39]=[N:40][C:41]([C:44]([F:47])([F:46])[F:45])=[CH:42][CH:43]=3)[CH:24]=[CH:23][C:22]=2[F:36])=[O:18])[CH2:3]1, predict the reactants needed to synthesize it. The reactants are: [F:1][C@H:2]1[CH2:6][N:5]([S:7]([C:10]2[CH:15]=[CH:14][C:13]([F:16])=[CH:12][CH:11]=2)(=[O:9])=[O:8])[C@H:4]([C:17]([NH:19][CH2:20][C:21]2[CH:26]=[C:25](B3OC(C)(C)C(C)(C)O3)[CH:24]=[CH:23][C:22]=2[F:36])=[O:18])[CH2:3]1.Cl[C:38]1[N:39]=[N:40][C:41]([C:44]([F:47])([F:46])[F:45])=[CH:42][CH:43]=1.C(=O)([O-])[O-].[Cs+].[Cs+].O. (6) Given the product [CH:19]1([N:7]([CH:1]2[CH2:6][CH2:5][CH2:4][CH2:3][CH2:2]2)[C:8]([NH:10][C:11]2[S:12][C:13]([S:16][CH2:34][CH2:35][N:36]3[CH2:40][CH2:39][CH2:38][CH2:37]3)=[CH:14][N:15]=2)=[O:9])[CH2:20][CH2:21][CH2:22][CH2:23][CH2:24]1, predict the reactants needed to synthesize it. The reactants are: [CH:1]1([N:7]([CH:19]2[CH2:24][CH2:23][CH2:22][CH2:21][CH2:20]2)[C:8]([NH:10][C:11]2[S:12][C:13]([S:16]C#N)=[CH:14][N:15]=2)=[O:9])[CH2:6][CH2:5][CH2:4][CH2:3][CH2:2]1.SC[C@@H]([C@@H](CS)O)O.Cl[CH2:34][CH2:35][N:36]1[CH2:40][CH2:39][CH2:38][CH2:37]1. (7) Given the product [Cl:19][C:15]1[CH:14]=[C:13]2[C:18]([C:9](=[O:8])[NH:10][C:11]([CH:20]([N:26]([C:27](=[O:35])[C:28]3[CH:33]=[CH:32][C:31]([CH3:34])=[CH:30][CH:29]=3)[CH2:36][CH2:37][CH2:38][NH:39][C:40](=[O:41])[O:42][C:43]([CH3:46])([CH3:44])[CH3:45])[C:21]([N:23]([CH3:25])[CH3:24])=[O:22])=[N:12]2)=[CH:17][CH:16]=1, predict the reactants needed to synthesize it. The reactants are: CC1C=CC(C([O:8][CH:9]2[C:18]3[C:13](=[CH:14][C:15]([Cl:19])=[CH:16][CH:17]=3)[N:12]=[C:11]([CH:20]([N:26]([CH2:36][CH2:37][CH2:38][NH:39][C:40]([O:42][C:43]([CH3:46])([CH3:45])[CH3:44])=[O:41])[C:27](=[O:35])[C:28]3[CH:33]=[CH:32][C:31]([CH3:34])=[CH:30][CH:29]=3)[C:21]([N:23]([CH3:25])[CH3:24])=[O:22])[NH:10]2)=O)=CC=1.O1CCCC1.[OH-].[Li+].Cl. (8) Given the product [CH:24]1([NH:27][C:11](=[O:12])[C@@H:10]([OH:14])[C@@H:9]([N:8]([CH2:1][C:2]2[CH:7]=[CH:6][CH:5]=[CH:4][CH:3]=2)[CH2:17][C:18]2[CH:19]=[CH:20][CH:21]=[CH:22][CH:23]=2)[CH2:15][CH3:16])[CH2:26][CH2:25]1, predict the reactants needed to synthesize it. The reactants are: [CH2:1]([N:8]([CH2:17][C:18]1[CH:23]=[CH:22][CH:21]=[CH:20][CH:19]=1)[C@@H:9]([CH2:15][CH3:16])[C@H:10]([OH:14])[C:11](O)=[O:12])[C:2]1[CH:7]=[CH:6][CH:5]=[CH:4][CH:3]=1.[CH:24]1([NH2:27])[CH2:26][CH2:25]1.C1C=CC2N(O)N=NC=2C=1.C(Cl)CCl.CN1CCOCC1. (9) Given the product [CH3:18][C:13]1[CH:12]=[CH:11][C:10]2[C:15](=[C:16]([OH:17])[C:7]([O:2][CH3:1])=[CH:8][CH:9]=2)[N:14]=1, predict the reactants needed to synthesize it. The reactants are: [CH3:1][O:2][Na].CO.Br[C:7]1[C:16]([OH:17])=[C:15]2[C:10]([CH:11]=[CH:12][C:13]([CH3:18])=[N:14]2)=[CH:9][CH:8]=1.C(N(CC([O-])=O)CC(O)=O)CN(CC([O-])=O)CC(O)=O.[Na+].[Na+].C([O-])(O)=O.[Na+]. (10) Given the product [F:1][C:2]1[CH:27]=[CH:26][CH:25]=[CH:24][C:3]=1[O:4][C:5]1[N:10]=[CH:9][C:8]2[N:11]=[C:12]([C:14]3[CH:15]=[C:16]([CH3:23])[C:17]([OH:21])=[C:18]([CH3:20])[CH:19]=3)[O:13][C:7]=2[CH:6]=1, predict the reactants needed to synthesize it. The reactants are: [F:1][C:2]1[CH:27]=[CH:26][CH:25]=[CH:24][C:3]=1[O:4][C:5]1[N:10]=[CH:9][C:8]2[N:11]=[C:12]([C:14]3[CH:19]=[C:18]([CH3:20])[C:17]([O:21]C)=[C:16]([CH3:23])[CH:15]=3)[O:13][C:7]=2[CH:6]=1.B(Br)(Br)Br.C(=O)(O)[O-].[Na+].